Predict the product of the given reaction. From a dataset of Forward reaction prediction with 1.9M reactions from USPTO patents (1976-2016). (1) Given the reactants [C:1]1([CH:7]([OH:9])[CH3:8])[CH:6]=[CH:5][CH:4]=[CH:3][CH:2]=1.[Cl:10][C:11]1[CH:16]=[N:15][CH:14]=[C:13](Cl)[N:12]=1.CCOCC, predict the reaction product. The product is: [Cl:10][C:11]1[CH:16]=[N:15][CH:14]=[C:13]([O:9][CH:7]([C:1]2[CH:6]=[CH:5][CH:4]=[CH:3][CH:2]=2)[CH3:8])[N:12]=1. (2) Given the reactants Cl[C:2]1[C:7]([N+:8]([O-:10])=[O:9])=[CH:6][CH:5]=[C:4]([Cl:11])[N:3]=1.C(=O)([O-])[O-].[K+].[K+].[NH2:18][CH2:19][CH:20]1[O:24][CH2:23][CH2:22][O:21]1.O, predict the reaction product. The product is: [Cl:11][C:4]1[N:3]=[C:2]([NH:18][CH2:19][CH:20]2[O:24][CH2:23][CH2:22][O:21]2)[C:7]([N+:8]([O-:10])=[O:9])=[CH:6][CH:5]=1. (3) Given the reactants [H-].[Al+3].[Li+].[H-].[H-].[H-].CC1C=CC(S(O[CH2:18][C@@H:19]2[CH2:28][C:27]3[C:22](=[CH:23][CH:24]=[CH:25][CH:26]=3)[CH2:21][N:20]2[S:29]([C:32]2[CH:37]=[CH:36][C:35]([CH3:38])=[CH:34][CH:33]=2)(=[O:31])=[O:30])(=O)=O)=CC=1.[OH-].[Na+], predict the reaction product. The product is: [CH3:18][C@@H:19]1[CH2:28][C:27]2[C:22](=[CH:23][CH:24]=[CH:25][CH:26]=2)[CH2:21][N:20]1[S:29]([C:32]1[CH:33]=[CH:34][C:35]([CH3:38])=[CH:36][CH:37]=1)(=[O:31])=[O:30]. (4) Given the reactants [CH3:1][C:2]1([CH3:21])[C:10]2[C:5](=[CH:6][C:7]([CH3:20])=[C:8]([O:11][C:12]3[O:13][CH:14]=[C:15]([C:17](O)=[O:18])[N:16]=3)[CH:9]=2)[CH2:4][CH2:3]1.[NH2:22][C:23]1[C:24]([O:43][CH3:44])=[N:25][C:26]([NH:31][CH2:32][CH2:33][N:34]([CH3:42])[C:35](=[O:41])[O:36][C:37]([CH3:40])([CH3:39])[CH3:38])=[N:27][C:28]=1[O:29][CH3:30].C(C1C=CC(C)=C(C=1)OC1OC=C(C(NC2C(OC)=NC(NCCN(C)C(=O)OC(C)(C)C)=NC=2OC)=O)N=1)(C)(C)C, predict the reaction product. The product is: [CH3:44][O:43][C:24]1[C:23]([NH:22][C:17]([C:15]2[N:16]=[C:12]([O:11][C:8]3[CH:9]=[C:10]4[C:5](=[CH:6][C:7]=3[CH3:20])[CH2:4][CH2:3][C:2]4([CH3:1])[CH3:21])[O:13][CH:14]=2)=[O:18])=[C:28]([O:29][CH3:30])[N:27]=[C:26]([NH:31][CH2:32][CH2:33][N:34]([CH3:42])[C:35](=[O:41])[O:36][C:37]([CH3:38])([CH3:39])[CH3:40])[N:25]=1. (5) Given the reactants Cl[C:2]1[N:7]=[CH:6][N:5]=[C:4]([NH:8][C:9]2[CH:14]=[CH:13][CH:12]=[C:11]([N+:15]([O-:17])=[O:16])[CH:10]=2)[CH:3]=1.[CH3:18][O:19][C:20]1[CH:26]=[C:25]([N:27]2[CH2:32][CH2:31][N:30]([CH3:33])[CH2:29][CH2:28]2)[CH:24]=[CH:23][C:21]=1[NH2:22], predict the reaction product. The product is: [CH3:18][O:19][C:20]1[CH:26]=[C:25]([N:27]2[CH2:28][CH2:29][N:30]([CH3:33])[CH2:31][CH2:32]2)[CH:24]=[CH:23][C:21]=1[NH:22][C:2]1[CH:3]=[C:4]([NH:8][C:9]2[CH:14]=[CH:13][CH:12]=[C:11]([N+:15]([O-:17])=[O:16])[CH:10]=2)[N:5]=[CH:6][N:7]=1. (6) Given the reactants Br[C:2]1[N:3]=[C:4]([NH:20][C:21]([CH3:37])([C:23]2[CH:28]=[CH:27][CH:26]=[CH:25][C:24]=2[O:29]CC2C=CC=CC=2)[CH3:22])[C:5](=[O:19])[N:6]([C:8]2[CH:9]=[C:10]([CH:15]=[CH:16][C:17]=2[CH3:18])[C:11]([O:13][CH3:14])=[O:12])[CH:7]=1.C([O-])=O.[NH4+], predict the reaction product. The product is: [CH3:14][O:13][C:11](=[O:12])[C:10]1[CH:15]=[CH:16][C:17]([CH3:18])=[C:8]([N:6]2[CH:7]=[CH:2][N:3]=[C:4]([NH:20][C:21]([C:23]3[CH:28]=[CH:27][CH:26]=[CH:25][C:24]=3[OH:29])([CH3:37])[CH3:22])[C:5]2=[O:19])[CH:9]=1. (7) Given the reactants [CH2:1]([C:5]12[CH2:17][CH2:16][C:15](=[O:18])[C:14]([CH3:19])=[C:13]1[C:12]1[C:7](=[CH:8][C:9]([O:20]C)=[CH:10][CH:11]=1)[CH2:6]2)[CH2:2][CH2:3][CH3:4].B(Br)(Br)Br.C1C=CC=CC=1, predict the reaction product. The product is: [CH2:1]([C:5]12[CH2:17][CH2:16][C:15](=[O:18])[C:14]([CH3:19])=[C:13]1[C:12]1[C:7](=[CH:8][C:9]([OH:20])=[CH:10][CH:11]=1)[CH2:6]2)[CH2:2][CH2:3][CH3:4]. (8) The product is: [P:6]([O:8][CH2:9][O:10][C:11](=[O:39])[N:12]([C:36](=[O:38])[CH3:37])[CH2:13][C@@H:14]1[O:18][C:17](=[O:19])[N:16]([C:20]2[CH:25]=[CH:24][C:23]([N:26]3[CH2:33][C:32]4[C:28](=[N:29][N:30]([CH3:34])[CH:31]=4)[CH2:27]3)=[C:22]([F:35])[CH:21]=2)[CH2:15]1)([OH:7])([OH:40])=[O:5]. Given the reactants C([O:5][P:6]([O:40]C(C)(C)C)([O:8][CH2:9][O:10][C:11](=[O:39])[N:12]([C:36](=[O:38])[CH3:37])[CH2:13][C@@H:14]1[O:18][C:17](=[O:19])[N:16]([C:20]2[CH:25]=[CH:24][C:23]([N:26]3[CH2:33][C:32]4[C:28](=[N:29][N:30]([CH3:34])[CH:31]=4)[CH2:27]3)=[C:22]([F:35])[CH:21]=2)[CH2:15]1)=[O:7])(C)(C)C.Cl.C(OCC)C, predict the reaction product. (9) Given the reactants C[Si]([N-][Si](C)(C)C)(C)C.[Li+].[C:11]([C:14]1[N:15]=[N:16][C:17]([O:20][CH3:21])=[CH:18][CH:19]=1)(=[O:13])[CH3:12].[C:22](OC)(=[O:27])[C:23]([O:25][CH3:26])=[O:24].O, predict the reaction product. The product is: [CH3:21][O:20][C:17]1[N:16]=[N:15][C:14]([C:11](=[O:13])[CH2:12][C:22](=[O:27])[C:23]([O:25][CH3:26])=[O:24])=[CH:19][CH:18]=1.